The task is: Predict which catalyst facilitates the given reaction.. This data is from Catalyst prediction with 721,799 reactions and 888 catalyst types from USPTO. Reactant: [CH2:1]([N:8]1[CH2:13][CH2:12][C:11]([C:15]2[CH:20]=[CH:19][CH:18]=[CH:17][CH:16]=2)([OH:14])[CH2:10][CH2:9]1)[C:2]1[CH:7]=[CH:6][CH:5]=[CH:4][CH:3]=1.[H-].[Na+].[CH2:23]([O:30][C:31]1[C:40]2[C:35](=[CH:36][C:37](F)=[C:38]([Cl:41])[CH:39]=2)[CH:34]=[CH:33][N:32]=1)[C:24]1[CH:29]=[CH:28][CH:27]=[CH:26][CH:25]=1.O. Product: [CH2:23]([O:30][C:31]1[C:40]2[C:35](=[CH:36][C:37]([O:14][C:11]3([C:15]4[CH:20]=[CH:19][CH:18]=[CH:17][CH:16]=4)[CH2:10][CH2:9][N:8]([CH2:1][C:2]4[CH:3]=[CH:4][CH:5]=[CH:6][CH:7]=4)[CH2:13][CH2:12]3)=[C:38]([Cl:41])[CH:39]=2)[CH:34]=[CH:33][N:32]=1)[C:24]1[CH:25]=[CH:26][CH:27]=[CH:28][CH:29]=1. The catalyst class is: 44.